Dataset: Reaction yield outcomes from USPTO patents with 853,638 reactions. Task: Predict the reaction yield, written as a fraction of the theoretical maximum amount of product (1.0 means a 100% yield; for example, 0.34 means a 34% yield). (1) The reactants are [F:1][C:2]1[CH:7]=[CH:6][CH:5]=[C:4]([F:8])[C:3]=1[N:9]1[C:14]2[N:15]=[C:16](S(C)=O)[N:17]=[C:18]([C:19]3[CH:20]=[C:21]([CH:28]=[CH:29][C:30]=3[CH3:31])[C:22]([NH:24][CH2:25][CH2:26][CH3:27])=[O:23])[C:13]=2[CH2:12][NH:11][C:10]1=[O:35].[CH3:36][N:37]1[CH2:42][CH2:41][NH:40][CH2:39][CH2:38]1. The catalyst is C(Cl)Cl. The product is [F:1][C:2]1[CH:7]=[CH:6][CH:5]=[C:4]([F:8])[C:3]=1[N:9]1[C:14]2[N:15]=[C:16]([N:40]3[CH2:41][CH2:42][N:37]([CH3:36])[CH2:38][CH2:39]3)[N:17]=[C:18]([C:19]3[CH:20]=[C:21]([CH:28]=[CH:29][C:30]=3[CH3:31])[C:22]([NH:24][CH2:25][CH2:26][CH3:27])=[O:23])[C:13]=2[CH2:12][NH:11][C:10]1=[O:35]. The yield is 0.600. (2) The reactants are [F:1][C:2]1[CH:3]=[C:4]([CH:23]=[CH:24][CH:25]=1)[CH2:5][O:6][C:7]1[CH:12]=[CH:11][C:10]([CH2:13][CH2:14][NH:15][CH2:16][C:17]([NH:19][CH3:20])=[O:18])=[CH:9][C:8]=1[O:21][CH3:22].[CH3:26][CH:27]([CH3:30])[CH:28]=O.[Cl:31]CCl.C(O)(=O)C. The catalyst is CO. The product is [ClH:31].[F:1][C:2]1[CH:3]=[C:4]([CH:23]=[CH:24][CH:25]=1)[CH2:5][O:6][C:7]1[CH:12]=[CH:11][C:10]([CH2:13][CH2:14][N:15]([CH2:26][CH:27]([CH3:30])[CH3:28])[CH2:16][C:17]([NH:19][CH3:20])=[O:18])=[CH:9][C:8]=1[O:21][CH3:22]. The yield is 0.770. (3) The reactants are C[Si]([N-][Si](C)(C)C)(C)C.[K+].C[Si]([N-][Si](C)(C)C)(C)C.[K+].C1COCC1.[CH3:26][C:27]#[N:28].F[C:30]1[N:35]=[CH:34][C:33]([C:36]2[CH:50]=[CH:49][C:39]([O:40][CH2:41][CH2:42][N:43]3[CH2:48][CH2:47][O:46][CH2:45][CH2:44]3)=[CH:38][CH:37]=2)=[CH:32][CH:31]=1. The catalyst is C1COCC1. The yield is 0.760. The product is [O:46]1[CH2:47][CH2:48][N:43]([CH2:42][CH2:41][O:40][C:39]2[CH:49]=[CH:50][C:36]([C:33]3[CH:32]=[CH:31][C:30]([CH2:26][C:27]#[N:28])=[N:35][CH:34]=3)=[CH:37][CH:38]=2)[CH2:44][CH2:45]1.